From a dataset of Experimentally validated miRNA-target interactions with 360,000+ pairs, plus equal number of negative samples. Binary Classification. Given a miRNA mature sequence and a target amino acid sequence, predict their likelihood of interaction. (1) The miRNA is hsa-miR-4270 with sequence UCAGGGAGUCAGGGGAGGGC. The protein sequence of the target gene is MACRSCVVGFSSLSSCEVTPVGSPRPGTSGWDSCRAPGPGFSSRSLTGCWSAGTISKVTVNPGLLVPLDVKLDPAVQQLKNQEKEEMKALNDKFASLIGKVQALEQRNQLLETRWSFLQGQDSAIFDLGHLYEEYQGRLQEELRKVSQERGQLEANLLQVLEKVEEFRIRYEDEISKRTDMEFTFVQLKKDLDAECLHRTELETKLKSLESFVELMKTIYEQELKDLAAQVKDVSVTVGMDSRCHIDLSGIVEEVKAQYDAVAARSLEEAEAYSRSQLEEQAARSAEYGSSLQSSRSEIA.... Result: 1 (interaction). (2) The miRNA is hsa-miR-652-3p with sequence AAUGGCGCCACUAGGGUUGUG. The protein sequence of the target gene is MGKEKTHINIVVIGHVDSGKSTTTGHLIYKCGGIDKRTIEKFEKEAAEMGKGSFKYAWVLDKLKAERERGITIDISLWKFETSKYYVTIIDAPGHRDFIKNMITGTSQADCAVLIVAAGVGEFEAGISKNGQTREHALLAYTLGVKQLIVGVNKMDSTEPPYSQKRYEEIVKEVSTYIKKIGYNPDTVAFVPISGWNGDNMLEPSANMPWFKGWKVTRKDGNASGTTLLEALDCILPPTRPTDKPLRLPLQDVYKIGGIGTVPVGRVETGVLKPGMVVTFAPVNVTTEVKSVEMHHEALS.... Result: 1 (interaction). (3) The miRNA is hsa-miR-4319 with sequence UCCCUGAGCAAAGCCAC. The protein sequence of the target gene is MSGRVGDLSPKQAETLAKFRENVQDVLPALPNPDDYFLLRWLRARNFDLQKSEALLRKYMEFRKTMDIDHILDWQPPEVIQKYMPGGLCGYDRDGCPVWYDIIGPLDPKGLLFSVTKQDLLKTKMRDCERILHECDLQTERLGKKIETIVMIFDCEGLGLKHFWKPLVEVYQEFFGLLEENYPETLKFMLIVKATKLFPVGYNLMKPFLSEDTRRKIIVLGNNWKEGLLKLISPEELPAQFGGTLTDPDGNPKCLTKINYGGEIPKSMYVRDQVKTQYEHSVQINRGSSHQVEYEILFPG.... Result: 1 (interaction). (4) The miRNA is hsa-miR-3652 with sequence CGGCUGGAGGUGUGAGGA. The protein sequence of the target gene is MEPTEPMEPTEPMEPTEPMEPARSAHRGGEALLRELEVLVQDVVRTSSWWERHGVDCAILALSLFALPAGFLCLRWENALVFASGITILGVCHYTLTVKGSHLATHGALTESKRWSKIWLLFFVEVCTAFTAEHATHGHVKMHHAYTNVVGLGDSSTWRLPCLNRYVYMFLAPFLLPIATPLVAVERLRKVELGTALRTLALISLGLYSHYWLLLNVSGFKNPSSALGCMFLTRSLLAHPYLHVNIFQHIGLPMFSRDNKPRRIHMMSLGVLNLARLPVLDWAFGHSIISCHVEHHLFPR.... Result: 1 (interaction). (5) The miRNA is hsa-miR-6756-3p with sequence UCCCCUUCCUCCCUGCCCAG. The protein sequence of the target gene is MWPFPSRSLFPPPTQAWLQTVSSDPEAQGWGAWNETKEILGPEGGEGKEEKEEEEDAEEDQDGDAGFLLSLLEQENLAECPLPDQELEAIKMKVCAMEQAEGTPRPPGVQQQAEEEEGTAAGQLLSPETVGCPLSGTPEEKVEADHRSVYVGNVDYGGSAEELEAHFSRCGEVHRVTILCDKFSGHPKGYAYIEFATKGSVQAAVELDQSLFRGRVIKVLPKRTNFPGISSTDRGGLRGHPGSRGAPFPHSGLQGRPRLRPQGQNRARGKFSPWFSPY. Result: 0 (no interaction).